This data is from Forward reaction prediction with 1.9M reactions from USPTO patents (1976-2016). The task is: Predict the product of the given reaction. (1) Given the reactants [C:1]([N:8]([CH3:42])[CH:9]1[CH2:14][CH2:13][CH:12]([N:15]([CH2:30][C:31]2[CH:32]=[C:33](B(O)O)[CH:34]=[CH:35][C:36]=2[O:37][CH3:38])[C:16]([C:18]2[S:22][C:21]3[C:23]([F:28])=[CH:24][CH:25]=[C:26]([F:27])[C:20]=3[C:19]=2[Cl:29])=[O:17])[CH2:11][CH2:10]1)([O:3][C:4]([CH3:7])([CH3:6])[CH3:5])=[O:2].Cl[C:44]1[CH:49]=[N:48][CH:47]=[CH:46][N:45]=1, predict the reaction product. The product is: [C:4]([O:3][C:1](=[O:2])[N:8]([CH:9]1[CH2:10][CH2:11][CH:12]([N:15]([C:16]([C:18]2[S:22][C:21]3[C:23]([F:28])=[CH:24][CH:25]=[C:26]([F:27])[C:20]=3[C:19]=2[Cl:29])=[O:17])[CH2:30][C:31]2[CH:32]=[C:33]([C:44]3[CH:49]=[N:48][CH:47]=[CH:46][N:45]=3)[CH:34]=[CH:35][C:36]=2[O:37][CH3:38])[CH2:13][CH2:14]1)[CH3:42])([CH3:7])([CH3:6])[CH3:5]. (2) Given the reactants [C:1]([NH2:10])(=[O:9])[C:2]1[C:3](=[CH:5][CH:6]=[CH:7][CH:8]=1)[OH:4].[CH2:11]([N:18]1[CH2:23][CH2:22][C:21](=O)[CH2:20][CH2:19]1)[C:12]1[CH:17]=[CH:16][CH:15]=[CH:14][CH:13]=1.O.C1(C)C=CC(S(O)(=O)=O)=CC=1, predict the reaction product. The product is: [CH2:11]([N:18]1[CH2:23][CH2:22][C:21]2([NH:10][C:1](=[O:9])[C:2]3[CH:8]=[CH:7][CH:6]=[CH:5][C:3]=3[O:4]2)[CH2:20][CH2:19]1)[C:12]1[CH:17]=[CH:16][CH:15]=[CH:14][CH:13]=1. (3) Given the reactants [C:1]([C:4]1[NH:8][CH:7]=[C:6]([C:9]([OH:11])=[O:10])[C:5]=1[C:12]1[CH:17]=[CH:16][C:15]([N+:18]([O-])=O)=[CH:14][CH:13]=1)(=[O:3])[NH2:2].[H][H].[ClH:23], predict the reaction product. The product is: [ClH:23].[C:1]([C:4]1[NH:8][CH:7]=[C:6]([C:9]([OH:11])=[O:10])[C:5]=1[C:12]1[CH:17]=[CH:16][C:15]([NH2:18])=[CH:14][CH:13]=1)(=[O:3])[NH2:2]. (4) Given the reactants [CH3:1][C@@:2]1([OH:23])[C@H:6]([OH:7])[C@@H:5]([CH2:8][OH:9])[O:4][C@H:3]1[N:10]1[C:14]2[N:15]=[CH:16][N:17]=[C:18]([NH2:19])[C:13]=2[C:12]([N+:20]([O-:22])=[O:21])=[CH:11]1.N1C=CC=CC=1.O(Cl)Cl.[O-:33][P:34]([O:37][P:38]([O-:41])([O-:40])=[O:39])(=[O:36])[O-:35].C([NH+](CCCC)CCCC)CCC.C([NH+](CCCC)CCCC)CCC.C([NH+](CCCC)CCCC)CCC.C([NH+](CCCC)CCCC)CCC.C[O:95][P:96](OC)(OC)=[O:97], predict the reaction product. The product is: [CH3:1][C@@:2]1([OH:23])[C@H:6]([OH:7])[C@@H:5]([CH2:8][O:9][P:96]([O:36][P:34]([O:37][P:38]([OH:41])([OH:40])=[O:39])([OH:35])=[O:33])([OH:97])=[O:95])[O:4][C@H:3]1[N:10]1[C:14]2[N:15]=[CH:16][N:17]=[C:18]([NH2:19])[C:13]=2[C:12]([N+:20]([O-:22])=[O:21])=[CH:11]1. (5) Given the reactants N1C=CN=C1.[Cl:6][C:7]1[N:12]=[C:11]([O:13][CH2:14][CH2:15][OH:16])[CH:10]=[CH:9][N:8]=1.[Si:17](Cl)([C:20]([CH3:23])([CH3:22])[CH3:21])([CH3:19])[CH3:18], predict the reaction product. The product is: [Si:17]([O:16][CH2:15][CH2:14][O:13][C:11]1[CH:10]=[CH:9][N:8]=[C:7]([Cl:6])[N:12]=1)([C:20]([CH3:23])([CH3:22])[CH3:21])([CH3:19])[CH3:18].